Dataset: Full USPTO retrosynthesis dataset with 1.9M reactions from patents (1976-2016). Task: Predict the reactants needed to synthesize the given product. (1) Given the product [Cl:17][C:16]1[C:11]([N:5]2[CH:6]=[CH:7][C:3]([C:2]([F:9])([F:8])[F:1])=[N:4]2)=[N:12][CH:13]=[CH:14][CH:15]=1, predict the reactants needed to synthesize it. The reactants are: [F:1][C:2]([F:9])([F:8])[C:3]1[CH:7]=[CH:6][NH:5][N:4]=1.Cl[C:11]1[C:16]([Cl:17])=[CH:15][CH:14]=[CH:13][N:12]=1.CN(C)C=O.C(=O)([O-])[O-].[K+].[K+]. (2) Given the product [F:59][C:57]1[CH:56]=[C:55]([F:60])[CH:54]=[C:53]2[C:58]=1[C:49]([NH:47][C:43]1[CH:44]=[N:45][CH:46]=[C:41]([N:38]3[CH2:39][CH2:40][O:35][CH2:36][CH2:37]3)[CH:42]=1)=[C:50]([CH3:69])[C:51]([C:61]1[CH:62]=[N:63][CH:64]=[C:65]([O:67][CH3:68])[CH:66]=1)=[N:52]2, predict the reactants needed to synthesize it. The reactants are: C1(P(C2CCCCC2)C2C=CC=CC=2C2C(C(C)C)=CC(C(C)C)=CC=2C(C)C)CCCCC1.[O:35]1[CH2:40][CH2:39][N:38]([C:41]2[CH:42]=[C:43]([NH2:47])[CH:44]=[N:45][CH:46]=2)[CH2:37][CH2:36]1.Cl[C:49]1[C:58]2[C:53](=[CH:54][C:55]([F:60])=[CH:56][C:57]=2[F:59])[N:52]=[C:51]([C:61]2[CH:62]=[N:63][CH:64]=[C:65]([O:67][CH3:68])[CH:66]=2)[C:50]=1[CH3:69].CC(C)([O-])C.[Na+].